This data is from CYP1A2 inhibition data for predicting drug metabolism from PubChem BioAssay. The task is: Regression/Classification. Given a drug SMILES string, predict its absorption, distribution, metabolism, or excretion properties. Task type varies by dataset: regression for continuous measurements (e.g., permeability, clearance, half-life) or binary classification for categorical outcomes (e.g., BBB penetration, CYP inhibition). Dataset: cyp1a2_veith. (1) The drug is COc1cccc(/C(O)=C2/C(=O)C(=O)N(Cc3cccnc3)C2c2ccco2)c1. The result is 0 (non-inhibitor). (2) The molecule is COc1ccc2c(c1OC)C(=O)OC2Nc1ncccc1C. The result is 0 (non-inhibitor). (3) The drug is CN1C(=O)C(C2c3ccccc3C(=O)N2Cc2ccc([N+](=O)[O-])cc2)C(=O)N(C)C1=O. The result is 0 (non-inhibitor). (4) The molecule is COc1cccc(Nc2ncc3nc(-c4ccccc4)c(=O)n(C4CC4)c3n2)c1. The result is 1 (inhibitor). (5) The compound is O=C(/C=C/c1ccco1)NC(=S)Nc1ccc(N2CCOCC2)c(Cl)c1. The result is 0 (non-inhibitor). (6) The drug is CC(CC(=O)Nc1ccc(Cl)c([N+](=O)[O-])c1)c1ccccc1. The result is 1 (inhibitor).